Task: Predict the reaction yield, written as a fraction of the theoretical maximum amount of product (1.0 means a 100% yield; for example, 0.34 means a 34% yield).. Dataset: Reaction yield outcomes from USPTO patents with 853,638 reactions (1) The reactants are [CH:1]([O:4][C:5]1[CH:25]=[CH:24][C:8]([O:9][C:10]2[CH:15]=[C:14]([CH3:16])[C:13]([C:17]3[N:18]=[C:19]([NH2:22])[S:20][CH:21]=3)=[C:12]([CH3:23])[CH:11]=2)=[CH:7][CH:6]=1)([CH3:3])[CH3:2].C(N(CC)CC)C.Cl.[C:34](Cl)(=[O:41])[C:35]1[CH:40]=[CH:39][N:38]=[CH:37][CH:36]=1. The catalyst is C(Cl)Cl. The product is [CH:1]([O:4][C:5]1[CH:25]=[CH:24][C:8]([O:9][C:10]2[CH:15]=[C:14]([CH3:16])[C:13]([C:17]3[N:18]=[C:19]([NH:22][C:34](=[O:41])[C:35]4[CH:40]=[CH:39][N:38]=[CH:37][CH:36]=4)[S:20][CH:21]=3)=[C:12]([CH3:23])[CH:11]=2)=[CH:7][CH:6]=1)([CH3:3])[CH3:2]. The yield is 0.790. (2) The reactants are [OH:1][CH2:2][C:3]([CH2:14]O)([C:9](OCC)=O)[C:4](OCC)=O.COC1C=CC(C(Cl)(C2C=CC=CC=2)C2C=CC(OC)=CC=2)=CC=1.O1CCOCC1.[CH3:46][O:47][C:48]1[CH:83]=[CH:82][C:51]([C:52]([O:67][CH2:68][C:69]([CH2:80][OH:81])([C:75]([O:77][CH2:78][CH3:79])=[O:76])[C:70]([O:72][CH2:73][CH3:74])=[O:71])([C:61]2[CH:66]=[CH:65][CH:64]=[CH:63][CH:62]=2)[C:53]2[CH:58]=[CH:57][C:56]([O:59][CH3:60])=[CH:55][CH:54]=2)=[CH:50][CH:49]=1.C(Cl)(=O)C(C)(C)C. The catalyst is CC#N.N1C=CC=CC=1. The product is [C:2]([O:81][CH2:80][C:69]([C:70]([O:72][CH2:73][CH3:74])=[O:71])([C:75]([O:77][CH2:78][CH3:79])=[O:76])[CH2:68][O:67][C:52]([C:61]1[CH:66]=[CH:65][CH:64]=[CH:63][CH:62]=1)([C:51]1[CH:50]=[CH:49][C:48]([O:47][CH3:46])=[CH:83][CH:82]=1)[C:53]1[CH:54]=[CH:55][C:56]([O:59][CH3:60])=[CH:57][CH:58]=1)(=[O:1])[C:3]([CH3:14])([CH3:9])[CH3:4]. The yield is 0.900. (3) The reactants are [F:1][CH2:2][C:3]([NH:7][C:8](=[O:17])[O:9][CH2:10]C1C=CC=CC=1)([CH3:6])CO.[H-].[Na+].CC(O)=O. The catalyst is C1COCC1. The product is [F:1][CH2:2][C:3]1([CH3:6])[CH2:10][O:9][C:8](=[O:17])[NH:7]1. The yield is 0.820. (4) The reactants are [CH2:1]([NH:3][C:4](=[O:15])[C:5]1[CH:10]=[CH:9][C:8]([N+:11]([O-:13])=[O:12])=[C:7]([OH:14])[CH:6]=1)[CH3:2].C(=O)([O-])[O-].[K+].[K+].Br[CH2:23][CH3:24]. The catalyst is CC(C)=O. The product is [CH2:23]([O:14][C:7]1[CH:6]=[C:5]([CH:10]=[CH:9][C:8]=1[N+:11]([O-:13])=[O:12])[C:4]([NH:3][CH2:1][CH3:2])=[O:15])[CH3:24]. The yield is 0.300. (5) The reactants are Br[CH2:2][CH2:3][CH2:4][CH3:5].[CH3:6][O:7][C:8]1[CH:13]=[CH:12][C:11]([S:14]([NH:17][C:18]2[CH:23]=[CH:22][C:21]([O:24][CH3:25])=[CH:20][CH:19]=2)(=[O:16])=[O:15])=[CH:10][CH:9]=1. No catalyst specified. The product is [CH2:2]([N:17]([C:18]1[CH:23]=[CH:22][C:21]([O:24][CH3:25])=[CH:20][CH:19]=1)[S:14]([C:11]1[CH:12]=[CH:13][C:8]([O:7][CH3:6])=[CH:9][CH:10]=1)(=[O:16])=[O:15])[CH2:3][CH2:4][CH3:5]. The yield is 0.970. (6) The reactants are FC(F)(F)C(O)=O.C(OC([NH:15][C@@H:16]([CH2:21][C:22]1[CH:27]=[CH:26][C:25]([O:28][CH:29]([CH3:31])[CH3:30])=[CH:24][CH:23]=1)[C:17]([O:19][CH3:20])=[O:18])=O)(C)(C)C. The catalyst is C(Cl)Cl. The product is [NH2:15][C@@H:16]([CH2:21][C:22]1[CH:23]=[CH:24][C:25]([O:28][CH:29]([CH3:31])[CH3:30])=[CH:26][CH:27]=1)[C:17]([O:19][CH3:20])=[O:18]. The yield is 1.00. (7) The reactants are [CH3:1][C:2]1[CH:7]=[CH:6][C:5]([C:8](=[O:10])[CH3:9])=[CH:4][CH:3]=1.C[O-].[Na+].[F:14][C:15]([F:22])([F:21])[C:16](OCC)=[O:17]. The catalyst is CO. The product is [CH3:1][C:2]1[CH:7]=[CH:6][C:5]([C:8](=[O:10])[CH2:9][C:16](=[O:17])[C:15]([F:22])([F:21])[F:14])=[CH:4][CH:3]=1. The yield is 0.940. (8) The reactants are Cl[C:2]1[N:7]=[C:6]([NH:8][C:9]2[N:14]=[CH:13][C:12]3[N:15]=[C:16]([CH3:21])[N:17]([CH:18]([CH3:20])[CH3:19])[C:11]=3[CH:10]=2)[CH:5]=[CH:4][N:3]=1.[CH3:22][N:23]1[C:27]([Sn](CCCC)(CCCC)CCCC)=[CH:26][N:25]=[CH:24]1.O1CCOCC1.[F-].[K+]. The catalyst is ClCCl.C1C=CC([P]([Pd]([P](C2C=CC=CC=2)(C2C=CC=CC=2)C2C=CC=CC=2)([P](C2C=CC=CC=2)(C2C=CC=CC=2)C2C=CC=CC=2)[P](C2C=CC=CC=2)(C2C=CC=CC=2)C2C=CC=CC=2)(C2C=CC=CC=2)C2C=CC=CC=2)=CC=1.C1(C)C=CC=CC=1. The product is [CH:18]([N:17]1[C:11]2[CH:10]=[C:9]([NH:8][C:6]3[CH:5]=[CH:4][N:3]=[C:2]([C:27]4[N:23]([CH3:22])[CH:24]=[N:25][CH:26]=4)[N:7]=3)[N:14]=[CH:13][C:12]=2[N:15]=[C:16]1[CH3:21])([CH3:20])[CH3:19]. The yield is 0.420. (9) The reactants are [C:1]([O:5][C:6](=[O:32])[NH:7][C:8]1[S:9][C:10]2[CH:16]=[C:15]([CH2:17][C:18]3[CH:23]=[CH:22][C:21]([NH2:24])=[CH:20][CH:19]=3)[CH:14]=[C:13]([C:25]3[CH:30]=[CH:29][CH:28]=[C:27]([Cl:31])[CH:26]=3)[C:11]=2[N:12]=1)([CH3:4])([CH3:3])[CH3:2].[CH3:33][S:34](Cl)(=[O:36])=[O:35].O. The catalyst is N1C=CC=CC=1. The product is [C:1]([O:5][C:6](=[O:32])[NH:7][C:8]1[S:9][C:10]2[CH:16]=[C:15]([CH2:17][C:18]3[CH:23]=[CH:22][C:21]([NH:24][S:34]([CH3:33])(=[O:36])=[O:35])=[CH:20][CH:19]=3)[CH:14]=[C:13]([C:25]3[CH:30]=[CH:29][CH:28]=[C:27]([Cl:31])[CH:26]=3)[C:11]=2[N:12]=1)([CH3:4])([CH3:2])[CH3:3]. The yield is 0.940. (10) The reactants are Cl.[C:2]([C:4]1[CH:9]=[CH:8][C:7]([C:10]2[CH:11]=[C:12]3[N:25]([CH2:26][C@@H:27]4[O:32][CH2:31][CH2:30][N:29](C(OC(C)(C)C)=O)[CH2:28]4)[CH:24]=[CH:23][C:13]3=[N:14][C:15]=2[C:16]2[CH:21]=[CH:20][C:19]([CH3:22])=[CH:18][CH:17]=2)=[CH:6][CH:5]=1)#[N:3]. No catalyst specified. The product is [CH3:22][C:19]1[CH:18]=[CH:17][C:16]([C:15]2[N:14]=[C:13]3[CH:23]=[CH:24][N:25]([CH2:26][C@@H:27]4[O:32][CH2:31][CH2:30][NH:29][CH2:28]4)[C:12]3=[CH:11][C:10]=2[C:7]2[CH:8]=[CH:9][C:4]([C:2]#[N:3])=[CH:5][CH:6]=2)=[CH:21][CH:20]=1. The yield is 0.360.